This data is from Reaction yield outcomes from USPTO patents with 853,638 reactions. The task is: Predict the reaction yield, written as a fraction of the theoretical maximum amount of product (1.0 means a 100% yield; for example, 0.34 means a 34% yield). (1) The reactants are [Br:1][C:2]1[CH:3]=[C:4]([CH:8]([N:12]2[CH:16]=[C:15]([C:17]3[C:18]4[CH:25]=[CH:24][N:23](COCC[Si](C)(C)C)[C:19]=4[N:20]=[CH:21][N:22]=3)[CH:14]=[N:13]2)[CH2:9][C:10]#[N:11])[CH:5]=[N:6][CH:7]=1.C(Cl)Cl.C(O)(C(F)(F)F)=O.CO.C(N)CN. No catalyst specified. The product is [Br:1][C:2]1[CH:3]=[C:4]([CH:8]([N:12]2[CH:16]=[C:15]([C:17]3[C:18]4[CH:25]=[CH:24][NH:23][C:19]=4[N:20]=[CH:21][N:22]=3)[CH:14]=[N:13]2)[CH2:9][C:10]#[N:11])[CH:5]=[N:6][CH:7]=1. The yield is 0.714. (2) The reactants are Br[C:2]1[N:6]([CH2:7][C:8]2[CH:13]=[CH:12][C:11]([O:14][CH3:15])=[CH:10][CH:9]=2)[N:5]=[C:4]([O:16][CH3:17])[N:3]=1.[Br:18][C:19]1[C:25]([Cl:26])=[CH:24][C:22]([NH2:23])=[CH:21][C:20]=1[Cl:27].CC([O-])(C)C.[Na+]. The catalyst is CN(C=O)C. The product is [Br:18][C:19]1[C:25]([Cl:26])=[CH:24][C:22]([NH:23][C:2]2[N:6]([CH2:7][C:8]3[CH:13]=[CH:12][C:11]([O:14][CH3:15])=[CH:10][CH:9]=3)[N:5]=[C:4]([O:16][CH3:17])[N:3]=2)=[CH:21][C:20]=1[Cl:27]. The yield is 0.350. (3) The reactants are [CH3:1][C:2]1[C:6]([CH3:7])=[C:5]([NH:8][C:9](=[O:16])OCC(Cl)(Cl)Cl)[O:4][N:3]=1.[F:17][C:18]1[CH:23]=[C:22]([F:24])[CH:21]=[CH:20][C:19]=1[C:25]1[CH:30]=[N:29][CH:28]=[C:27]([N:31]2[CH2:36][CH2:35][NH:34][CH2:33][CH2:32]2)[N:26]=1. The catalyst is O1CCCC1.CCCCCC. The product is [F:17][C:18]1[CH:23]=[C:22]([F:24])[CH:21]=[CH:20][C:19]=1[C:25]1[N:26]=[C:27]([N:31]2[CH2:32][CH2:33][N:34]([C:9]([NH:8][C:5]3[O:4][N:3]=[C:2]([CH3:1])[C:6]=3[CH3:7])=[O:16])[CH2:35][CH2:36]2)[CH:28]=[N:29][CH:30]=1. The yield is 0.360.